This data is from Forward reaction prediction with 1.9M reactions from USPTO patents (1976-2016). The task is: Predict the product of the given reaction. (1) Given the reactants [CH2:1]1[C:5]2([CH2:11][CH2:10][CH2:9][CH2:8][CH2:7][CH2:6]2)[CH2:4][CH2:3][CH:2]1[CH2:12][OH:13].[CH3:14][O:15][C:16](=[O:26])[CH2:17][CH2:18][C:19]1[CH:24]=[CH:23][C:22](O)=[CH:21][CH:20]=1.C1(P(C2C=CC=CC=2)C2C=CC=CC=2)C=CC=CC=1.N(C(N(C)C)=O)=NC(N(C)C)=O, predict the reaction product. The product is: [CH3:14][O:15][C:16](=[O:26])[CH2:17][CH2:18][C:19]1[CH:20]=[CH:21][C:22]([O:13][CH2:12][CH:2]2[CH2:3][CH2:4][C:5]3([CH2:11][CH2:10][CH2:9][CH2:8][CH2:7][CH2:6]3)[CH2:1]2)=[CH:23][CH:24]=1. (2) Given the reactants [NH2:1][C:2]1[CH:7]=[CH:6][C:5]([N:8]2[CH2:13][CH2:12][O:11][CH2:10][C:9]2=[O:14])=[CH:4][CH:3]=1.[Cl:15][C:16]1[S:20][C:19]([C:21]([NH:23][CH2:24][C@H:25]2[CH2:27][O:26]2)=[O:22])=[CH:18][CH:17]=1, predict the reaction product. The product is: [Cl:15][C:16]1[S:20][C:19]([C:21]([NH:23][CH2:24][C@H:25]([OH:26])[CH2:27][NH:1][C:2]2[CH:3]=[CH:4][C:5]([N:8]3[CH2:13][CH2:12][O:11][CH2:10][C:9]3=[O:14])=[CH:6][CH:7]=2)=[O:22])=[CH:18][CH:17]=1. (3) Given the reactants [CH2:1]([O:8][C:9]1[CH:18]=[C:17]2[C:12]([CH:13]=[CH:14][C:15](=[O:34])[N:16]2[C:19]2[CH:24]=[CH:23][C:22]([CH2:25][O:26][Si](C(C)(C)C)(C)C)=[CH:21][N:20]=2)=[CH:11][CH:10]=1)[C:2]1[CH:7]=[CH:6][CH:5]=[CH:4][CH:3]=1.N1C=CC=CC=1.F.C(=O)(O)[O-].[Na+], predict the reaction product. The product is: [CH2:1]([O:8][C:9]1[CH:18]=[C:17]2[C:12]([CH:13]=[CH:14][C:15](=[O:34])[N:16]2[C:19]2[CH:24]=[CH:23][C:22]([CH2:25][OH:26])=[CH:21][N:20]=2)=[CH:11][CH:10]=1)[C:2]1[CH:7]=[CH:6][CH:5]=[CH:4][CH:3]=1.